This data is from Full USPTO retrosynthesis dataset with 1.9M reactions from patents (1976-2016). The task is: Predict the reactants needed to synthesize the given product. (1) The reactants are: [NH2:1][CH:2]([C:14]1[C:22]([CH2:23][CH3:24])=[CH:21][C:20]([CH3:25])=[C:19]2[C:15]=1[CH:16]=[CH:17][NH:18]2)[C:3]1[NH:7][C:6]2[CH:8]=[CH:9][C:10]([C:12]#[N:13])=[CH:11][C:5]=2[N:4]=1.[CH:26](C1C=C(C)C2N(S(C3C=CC(C)=CC=3)(=O)=O)C=CC=2C=1C=O)(C)C. Given the product [NH2:1][CH:2]([C:14]1[C:22]([CH:23]([CH3:26])[CH3:24])=[CH:21][C:20]([CH3:25])=[C:19]2[C:15]=1[CH:16]=[CH:17][NH:18]2)[C:3]1[NH:7][C:6]2[CH:8]=[CH:9][C:10]([C:12]#[N:13])=[CH:11][C:5]=2[N:4]=1, predict the reactants needed to synthesize it. (2) The reactants are: [CH3:1][S:2][C:3]1[CH:4]=[CH:5][C:6]([N+:10]([O-])=O)=[C:7]([CH:9]=1)[NH2:8]. Given the product [CH3:1][S:2][C:3]1[CH:4]=[CH:5][C:6]([NH2:10])=[C:7]([NH2:8])[CH:9]=1, predict the reactants needed to synthesize it.